Dataset: Full USPTO retrosynthesis dataset with 1.9M reactions from patents (1976-2016). Task: Predict the reactants needed to synthesize the given product. (1) Given the product [N:27]1([C:32]2[CH:40]=[CH:39][C:35]([C:36]([N:9]3[CH2:10][CH2:11][CH2:12][C:7]4([CH2:2][N:3]([CH2:13][C@@H:14]([C:16]5[C:17]([CH3:26])=[C:18]6[C:19](=[CH:24][CH:25]=5)[C:20](=[O:23])[O:21][CH2:22]6)[OH:15])[CH2:4][CH2:5][CH2:6]4)[CH2:8]3)=[O:37])=[CH:34][N:33]=2)[CH:31]=[N:30][N:29]=[N:28]1, predict the reactants needed to synthesize it. The reactants are: Cl.[CH2:2]1[C:7]2([CH2:12][CH2:11][CH2:10][NH:9][CH2:8]2)[CH2:6][CH2:5][CH2:4][N:3]1[CH2:13][C@@H:14]([C:16]1[CH:25]=[CH:24][C:19]2[C:20](=[O:23])[O:21][CH2:22][C:18]=2[C:17]=1[CH3:26])[OH:15].[N:27]1([C:32]2[CH:40]=[CH:39][C:35]([C:36](O)=[O:37])=[CH:34][N:33]=2)[CH:31]=[N:30][N:29]=[N:28]1. (2) Given the product [Cl:16][C:4]1[CH:5]=[C:6]2[C:10](=[C:2]([C:21]3[CH:20]=[CH:19][C:18]([F:17])=[CH:23][C:22]=3[F:24])[CH:3]=1)[N:9]([CH3:11])[C:8]([C:12]([NH2:14])=[O:13])=[C:7]2[CH3:15], predict the reactants needed to synthesize it. The reactants are: Br[C:2]1[CH:3]=[C:4]([Cl:16])[CH:5]=[C:6]2[C:10]=1[N:9]([CH3:11])[C:8]([C:12]([NH2:14])=[O:13])=[C:7]2[CH3:15].[F:17][C:18]1[CH:23]=[C:22]([F:24])[CH:21]=[CH:20][C:19]=1B(O)O. (3) Given the product [CH2:29]([NH:31][C:24]([C:22]1[N:23]=[C:17]2[CH:16]=[C:15]([NH:14][C:12]([C:11]3[N:10]([CH3:27])[N:9]=[CH:8][C:7]=3[C:5]([N:1]3[CH2:4][CH2:3][CH2:2]3)=[O:6])=[O:13])[CH:20]=[CH:19][N:18]2[N:21]=1)=[O:26])[CH3:30], predict the reactants needed to synthesize it. The reactants are: [N:1]1([C:5]([C:7]2[CH:8]=[N:9][N:10]([CH3:27])[C:11]=2[C:12]([NH:14][C:15]2[CH:20]=[CH:19][N:18]3[N:21]=[C:22]([C:24]([OH:26])=O)[N:23]=[C:17]3[CH:16]=2)=[O:13])=[O:6])[CH2:4][CH2:3][CH2:2]1.Cl.[CH2:29]([NH2:31])[CH3:30]. (4) Given the product [N:1]1[C:2]2[C:3]3[CH2:13][CH2:12][CH2:11][CH2:10][C:4]=3[Se:5][C:6]=2[C:7](=[O:8])[NH:9][N:14]=1, predict the reactants needed to synthesize it. The reactants are: [NH2:1][C:2]1[C:3]2[CH2:13][CH2:12][CH2:11][CH2:10][C:4]=2[Se:5][C:6]=1[C:7]([NH2:9])=[O:8].[N:14]([O-])=O.[Na+]. (5) Given the product [NH2:24][C:6]1[C:7]([O:8][C:9]2[CH:14]=[CH:13][CH:12]=[CH:11][C:10]=2[O:15][CH3:16])=[C:2]([Cl:1])[N:3]=[C:4]([C:18]2[CH:23]=[CH:22][N:21]=[CH:20][CH:19]=2)[N:5]=1, predict the reactants needed to synthesize it. The reactants are: [Cl:1][C:2]1[C:7]([O:8][C:9]2[CH:14]=[CH:13][CH:12]=[CH:11][C:10]=2[O:15][CH3:16])=[C:6](Cl)[N:5]=[C:4]([C:18]2[CH:23]=[CH:22][N:21]=[CH:20][CH:19]=2)[N:3]=1.[NH3:24]. (6) Given the product [CH3:16][O:15][CH2:14][CH2:13][O:12][C:9]1[CH:10]=[C:11]2[C:2]([NH:22][C:23]3[CH:28]=[CH:27][CH:26]=[C:25]([C:29]#[CH:30])[CH:24]=3)=[N:3][CH:4]=[N:5][C:6]2=[CH:7][C:8]=1[O:17][CH2:18][CH2:19][O:20][CH3:21].[ClH:1], predict the reactants needed to synthesize it. The reactants are: [Cl:1][C:2]1[C:11]2[C:6](=[CH:7][C:8]([O:17][CH2:18][CH2:19][O:20][CH3:21])=[C:9]([O:12][CH2:13][CH2:14][O:15][CH3:16])[CH:10]=2)[N:5]=[CH:4][N:3]=1.[NH2:22][C:23]1[CH:24]=[C:25]([C:29]#[CH:30])[CH:26]=[CH:27][CH:28]=1.C(O)(=O)C1C=CC=CC=1. (7) Given the product [Cl:1][C:2]1[S:6][C:5]([S:7]([NH:12][C:13]2[CH:22]=[CH:21][C:16]([C:17]([O:19][CH3:20])=[O:18])=[C:15]([OH:23])[CH:14]=2)(=[O:9])=[O:8])=[CH:4][C:3]=1[CH3:11], predict the reactants needed to synthesize it. The reactants are: [Cl:1][C:2]1[S:6][C:5]([S:7](Cl)(=[O:9])=[O:8])=[CH:4][C:3]=1[CH3:11].[NH2:12][C:13]1[CH:14]=[C:15]([OH:23])[C:16](=[CH:21][CH:22]=1)[C:17]([O:19][CH3:20])=[O:18].N1C=CC=CC=1. (8) The reactants are: [CH3:1][C:2]1[NH:3][C:4]2[C:9]([CH:10]=1)=[CH:8][C:7]([NH2:11])=[CH:6][CH:5]=2.O.[C:13]1([CH3:23])C=CC(S(O)(=O)=O)=CC=1.[CH2:24]([NH:26][CH3:27])C. Given the product [CH3:1][C:2]1[NH:3][C:4]2[C:9]([CH:10]=1)=[CH:8][C:7]([N:11]=[CH:24][N:26]([CH2:13][CH3:23])[CH3:27])=[CH:6][CH:5]=2, predict the reactants needed to synthesize it. (9) Given the product [Cl:20][CH2:21][CH2:22][O:23][CH2:24][CH2:25][C:26]([NH:1][C:2]1[CH:11]=[CH:10][C:5]([C:6]([O:8][CH3:9])=[O:7])=[CH:4][C:3]=1[CH3:12])=[O:27], predict the reactants needed to synthesize it. The reactants are: [NH2:1][C:2]1[CH:11]=[CH:10][C:5]([C:6]([O:8][CH3:9])=[O:7])=[CH:4][C:3]=1[CH3:12].C(N(CC)CC)C.[Cl:20][CH2:21][CH2:22][O:23][CH2:24][CH2:25][C:26](Cl)=[O:27].O. (10) The reactants are: [CH3:1][O:2][N:3]([CH3:26])[C:4]([C:6]1[CH:11]=[CH:10][CH:9]=[C:8]([F:12])[C:7]=1[C:13]1[CH2:18][CH2:17][N:16]([C:19]([O:21][C:22]([CH3:25])([CH3:24])[CH3:23])=[O:20])[CH2:15][CH:14]=1)=[O:5]. Given the product [CH3:1][O:2][N:3]([CH3:26])[C:4]([C:6]1[CH:11]=[CH:10][CH:9]=[C:8]([F:12])[C:7]=1[CH:13]1[CH2:14][CH2:15][N:16]([C:19]([O:21][C:22]([CH3:24])([CH3:23])[CH3:25])=[O:20])[CH2:17][CH2:18]1)=[O:5], predict the reactants needed to synthesize it.